Dataset: Reaction yield outcomes from USPTO patents with 853,638 reactions. Task: Predict the reaction yield, written as a fraction of the theoretical maximum amount of product (1.0 means a 100% yield; for example, 0.34 means a 34% yield). (1) The reactants are Br[C:2]1[CH:7]=[CH:6][CH:5]=[CH:4][C:3]=1[CH:8]([C:10]1[CH:15]=[CH:14][CH:13]=[CH:12][CH:11]=1)[OH:9].[Li]CCCC.[SiH:21](Cl)([CH3:23])[CH3:22]. The catalyst is C1COCC1. The product is [CH3:22][Si:21]1([CH3:23])[C:2]2[CH:7]=[CH:6][CH:5]=[CH:4][C:3]=2[CH:8]([C:10]2[CH:15]=[CH:14][CH:13]=[CH:12][CH:11]=2)[O:9]1. The yield is 0.460. (2) The reactants are [NH:1]1[C:5](=[O:6])[CH2:4][C@H:3]2[CH2:7][CH2:8][CH2:9][C@@H:2]12.F[C:11]1[CH:16]=[CH:15][C:14]([I:17])=[CH:13][N:12]=1.C([O-])([O-])=O.[Cs+].[Cs+]. The catalyst is C1(C)C=CC=CC=1.C(OCC)(=O)C. The product is [I:17][C:14]1[CH:15]=[CH:16][C:11]([N:1]2[C:5](=[O:6])[CH2:4][C@H:3]3[CH2:7][CH2:8][CH2:9][C@@H:2]23)=[N:12][CH:13]=1. The yield is 0.550. (3) The catalyst is ClCCl. The reactants are [Cl:1][C:2]1[CH:36]=[CH:35][C:5]([CH2:6][C:7]2[N:8]=[C:9]([C:25]3[CH:30]=[CH:29][N:28]=[C:27]([NH:31][C:32](=[O:34])[CH3:33])[CH:26]=3)[S:10][C:11]=2[C:12]2[N:16](COCC[Si](C)(C)C)[N:15]=[CH:14][N:13]=2)=[CH:4][CH:3]=1.FC(F)(F)C(O)=O. The yield is 0.610. The product is [Cl:1][C:2]1[CH:36]=[CH:35][C:5]([CH2:6][C:7]2[N:8]=[C:9]([C:25]3[CH:30]=[CH:29][N:28]=[C:27]([NH:31][C:32](=[O:34])[CH3:33])[CH:26]=3)[S:10][C:11]=2[C:12]2[NH:13][CH:14]=[N:15][N:16]=2)=[CH:4][CH:3]=1. (4) The reactants are [Br:1][C:2]1[CH:13]=[CH:12][C:5]2[N:6]=[C:7]([CH2:9][CH2:10]O)[S:8][C:4]=2[CH:3]=1.C(N(CC)CC)C.S(Cl)(C)(=O)=O.C(=O)([O-])[O-].[K+].[K+].Cl.[CH3:33][C@@H:34]1[CH2:38][CH2:37][CH2:36][NH:35]1. The catalyst is C1COCC1.C(#N)C. The product is [Br:1][C:2]1[CH:13]=[CH:12][C:5]2[N:6]=[C:7]([CH2:9][CH2:10][N:35]3[CH2:36][CH2:37][CH2:38][CH:34]3[CH3:33])[S:8][C:4]=2[CH:3]=1. The yield is 0.883. (5) The reactants are [NH2:1][C:2]1[NH:7][C:6](=[O:8])[CH:5]=[C:4]([CH2:9][CH2:10][C:11]2[CH:16]=[CH:15][CH:14]=[C:13]([Br:17])[CH:12]=2)[N:3]=1.[C:18](=O)([O-])[O-].[K+].[K+].IC.O. The catalyst is CN(C=O)C. The product is [NH2:1][C:2]1[N:7]([CH3:18])[C:6](=[O:8])[CH:5]=[C:4]([CH2:9][CH2:10][C:11]2[CH:16]=[CH:15][CH:14]=[C:13]([Br:17])[CH:12]=2)[N:3]=1. The yield is 0.920. (6) The reactants are [CH3:1][CH:2]1[CH2:7][CH2:6][CH2:5][CH:4]([CH3:8])[N:3]1[CH:9](O)[CH3:10].[Br:12][C:13]1[CH:14]=[C:15]2[C:20](=[CH:21][CH:22]=1)[CH:19]=[C:18]([OH:23])[CH:17]=[CH:16]2. No catalyst specified. The product is [Br:12][C:13]1[CH:14]=[C:15]2[C:20](=[CH:21][CH:22]=1)[CH:19]=[C:18]([O:23][CH2:10][CH2:9][N:3]1[CH:2]([CH3:1])[CH2:7][CH2:6][CH2:5][CH:4]1[CH3:8])[CH:17]=[CH:16]2. The yield is 0.770. (7) The reactants are C([O:8][C:9]1[CH:14]=[CH:13][C:12]([C:15]([C:20]2[CH:36]=[CH:35][C:23]([O:24][CH2:25][C:26]([O:31][C:32](=[O:34])[CH3:33])([CH2:29][CH3:30])[CH2:27][CH3:28])=[C:22]([CH3:37])[CH:21]=2)([CH2:18][CH3:19])[CH2:16][CH3:17])=[CH:11][C:10]=1[CH3:38])C1C=CC=CC=1. The catalyst is [Pd].CCO. The product is [CH2:27]([C:26]([O:31][C:32](=[O:34])[CH3:33])([CH2:25][O:24][C:23]1[CH:35]=[CH:36][C:20]([C:15]([CH2:18][CH3:19])([C:12]2[CH:13]=[CH:14][C:9]([OH:8])=[C:10]([CH3:38])[CH:11]=2)[CH2:16][CH3:17])=[CH:21][C:22]=1[CH3:37])[CH2:29][CH3:30])[CH3:28]. The yield is 0.940.